From a dataset of Full USPTO retrosynthesis dataset with 1.9M reactions from patents (1976-2016). Predict the reactants needed to synthesize the given product. (1) The reactants are: Cl[C:2]1[N:3]=[N:4][CH:5]=[C:6]([Cl:9])[C:7]=1Cl.CC1C=CC(S(O)(=O)=O)=CC=1.[Cl:21][C:22]1[CH:23]=[C:24]([CH:29]2[CH2:34][CH2:33][NH:32][CH2:31][CH2:30]2)[CH:25]=[C:26]([Cl:28])[CH:27]=1.C(=O)([O-])[O-].[K+].[K+].[NH2:41][NH2:42]. Given the product [Cl:9][C:6]1[C:7]([N:32]2[CH2:31][CH2:30][CH:29]([C:24]3[CH:25]=[C:26]([Cl:28])[CH:27]=[C:22]([Cl:21])[CH:23]=3)[CH2:34][CH2:33]2)=[CH:2][N:3]=[N:4][C:5]=1[NH:41][NH2:42], predict the reactants needed to synthesize it. (2) The reactants are: Br[C:2]1[C:11]2[C:6](=[CH:7][CH:8]=[C:9]([OH:12])[CH:10]=2)[N:5]=[C:4]2[C:13]3[C:18]([O:19][CH2:20][C:3]=12)=[CH:17][C:16]([OH:21])=[CH:15][CH:14]=3.[CH3:22][O:23][C:24]1[CH:25]=[C:26](B(O)O)[CH:27]=[CH:28][CH:29]=1. Given the product [OH:21][C:16]1[CH:17]=[C:18]2[O:19][CH2:20][C:3]3[C:4](=[N:5][C:6]4[C:11]([C:2]=3[C:28]3[CH:27]=[CH:26][CH:25]=[C:24]([O:23][CH3:22])[CH:29]=3)=[CH:10][C:9]([OH:12])=[CH:8][CH:7]=4)[C:13]2=[CH:14][CH:15]=1, predict the reactants needed to synthesize it. (3) Given the product [NH2:26][CH:6]([C:5]1[CH:8]=[CH:9][C:2]([F:1])=[CH:3][C:4]=1[N+:10]([O-:12])=[O:11])[CH2:17][C:16]([OH:22])=[O:21], predict the reactants needed to synthesize it. The reactants are: [F:1][C:2]1[CH:9]=[CH:8][C:5]([CH:6]=O)=[C:4]([N+:10]([O-:12])=[O:11])[CH:3]=1.C(O)=O.[C:16]([OH:22])(=[O:21])[CH2:17]C(O)=O.C([O-])=O.[NH4+:26].Cl. (4) The reactants are: [Cl:1][C:2]1[N:3]=[C:4](Cl)[C:5]2[CH2:10][CH2:9][CH:8]([C:11]3[CH:16]=[CH:15][C:14]([F:17])=[CH:13][CH:12]=3)[C:6]=2[N:7]=1.[CH3:19][N:20]([CH3:26])[CH:21]1[CH2:25][CH2:24][NH:23][CH2:22]1. Given the product [Cl:1][C:2]1[N:3]=[C:4]([N:23]2[CH2:24][CH2:25][CH:21]([N:20]([CH3:26])[CH3:19])[CH2:22]2)[C:5]2[CH2:10][CH2:9][CH:8]([C:11]3[CH:16]=[CH:15][C:14]([F:17])=[CH:13][CH:12]=3)[C:6]=2[N:7]=1, predict the reactants needed to synthesize it. (5) The reactants are: [NH2:1][C:2]1[CH:13]=[CH:12][C:5]2[N:6]=[C:7](SC)[CH2:8][O:9][C:4]=2[C:3]=1[C:14]([O:16][CH3:17])=[O:15].[CH3:18][O:19][CH:20]([O:23][CH3:24])[CH2:21][NH2:22]. Given the product [NH2:1][C:2]1[CH:13]=[CH:12][C:5]2[N:6]=[C:7]([NH:22][CH2:21][CH:20]([O:23][CH3:24])[O:19][CH3:18])[CH2:8][O:9][C:4]=2[C:3]=1[C:14]([O:16][CH3:17])=[O:15], predict the reactants needed to synthesize it. (6) The reactants are: [F:1][C:2]([F:26])([F:25])[CH:3]([CH2:8][N:9]1[CH2:14][CH2:13][CH2:12][CH:11]([C:15]2[CH:20]=[CH:19][CH:18]=[C:17]([C:21]([F:24])([F:23])[F:22])[CH:16]=2)[CH2:10]1)[CH2:4][C:5](O)=O.[Cl:27][C:28]1[CH:37]=[CH:36][C:31]([C:32]([NH:34][NH2:35])=[O:33])=[CH:30][CH:29]=1.O=P(Cl)(Cl)Cl.C([O-])([O-])=O.[Na+].[Na+].Cl. Given the product [ClH:27].[Cl:27][C:28]1[CH:37]=[CH:36][C:31]([C:32]2[O:33][C:5]([CH2:4][CH:3]([C:2]([F:26])([F:1])[F:25])[CH2:8][N:9]3[CH2:14][CH2:13][CH2:12][CH:11]([C:15]4[CH:20]=[CH:19][CH:18]=[C:17]([C:21]([F:22])([F:23])[F:24])[CH:16]=4)[CH2:10]3)=[N:35][N:34]=2)=[CH:30][CH:29]=1, predict the reactants needed to synthesize it. (7) Given the product [N+:1]([C:4]1[CH:5]=[C:6]([N:10]2[C:15](=[O:17])[CH2:14][NH:13][C:11]2=[O:12])[CH:7]=[CH:8][CH:9]=1)([O-:3])=[O:2], predict the reactants needed to synthesize it. The reactants are: [N+:1]([C:4]1[CH:5]=[C:6]([NH:10][C:11]([NH:13][CH2:14][C:15]([OH:17])=O)=[O:12])[CH:7]=[CH:8][CH:9]=1)([O-:3])=[O:2].Cl.